From a dataset of Full USPTO retrosynthesis dataset with 1.9M reactions from patents (1976-2016). Predict the reactants needed to synthesize the given product. (1) The reactants are: [Br:1][C:2]1[O:6][C:5]([CH:7]=O)=[CH:4][CH:3]=1.[N+:9]([CH3:12])([O-:11])=[O:10].[OH-].[Na+].Cl. Given the product [Br:1][C:2]1[O:6][C:5](/[CH:7]=[CH:12]/[N+:9]([O-:11])=[O:10])=[CH:4][CH:3]=1, predict the reactants needed to synthesize it. (2) Given the product [C:1]([O:5][C:6](=[O:27])[NH:7][CH:8]([C:19]1[CH:24]=[CH:23][C:22]([Cl:25])=[C:21]([Cl:26])[CH:20]=1)[C:9]([C:11]1[CH:16]=[CH:15][C:14]([C:42]2[CH:41]=[CH:40][CH:39]=[C:38]([S:35]([CH3:34])(=[O:37])=[O:36])[CH:43]=2)=[CH:13][C:12]=1[F:18])=[O:10])([CH3:4])([CH3:3])[CH3:2], predict the reactants needed to synthesize it. The reactants are: [C:1]([O:5][C:6](=[O:27])[NH:7][CH:8]([C:19]1[CH:24]=[CH:23][C:22]([Cl:25])=[C:21]([Cl:26])[CH:20]=1)[C:9]([C:11]1[CH:16]=[CH:15][C:14](Br)=[CH:13][C:12]=1[F:18])=[O:10])([CH3:4])([CH3:3])[CH3:2].C(=O)(O)[O-].[Na+].O.[CH3:34][S:35]([C:38]1[CH:39]=[C:40](B(O)O)[CH:41]=[CH:42][CH:43]=1)(=[O:37])=[O:36]. (3) Given the product [NH2:11][C:10]1[C:5]([C:3]([O:2][CH3:1])=[O:4])=[N:6][C:7]([Br:12])=[CH:8][N:9]=1, predict the reactants needed to synthesize it. The reactants are: [CH3:1][O:2][C:3]([C:5]1[C:10]([NH2:11])=[N:9][CH:8]=[CH:7][N:6]=1)=[O:4].[Br:12]Br. (4) Given the product [CH3:1][S:2]([C:5]1[CH:10]=[C:9]([CH:8]=[C:7]([O:14][CH3:15])[CH:6]=1)[NH2:11])(=[O:3])=[O:4], predict the reactants needed to synthesize it. The reactants are: [CH3:1][S:2]([C:5]1[CH:10]=[C:9]([N+:11]([O-])=O)[CH:8]=[C:7]([O:14][CH3:15])[CH:6]=1)(=[O:4])=[O:3]. (5) Given the product [Br:31][C:32]1[C:40]2[C:35](=[CH:36][C:37]([S:41]([N:6]([CH2:5][C:4]3[CH:12]=[CH:13][C:14]([O:16][CH3:17])=[CH:15][C:3]=3[O:2][CH3:1])[C:7]3[S:11][N:10]=[CH:9][N:8]=3)(=[O:42])=[O:43])=[CH:38][CH:39]=2)[N:34]([CH3:45])[CH:33]=1, predict the reactants needed to synthesize it. The reactants are: [CH3:1][O:2][C:3]1[CH:15]=[C:14]([O:16][CH3:17])[CH:13]=[CH:12][C:4]=1[CH2:5][NH:6][C:7]1[S:11][N:10]=[CH:9][N:8]=1.C(=O)=O.C[Si]([N-][Si](C)(C)C)(C)C.[Li+].[Br:31][C:32]1[C:40]2[C:35](=[CH:36][C:37]([S:41](Cl)(=[O:43])=[O:42])=[CH:38][CH:39]=2)[N:34]([CH3:45])[CH:33]=1.